This data is from Full USPTO retrosynthesis dataset with 1.9M reactions from patents (1976-2016). The task is: Predict the reactants needed to synthesize the given product. Given the product [N:14]1([S:2]([C:5]2[CH:6]=[C:7]([CH:11]=[CH:12][CH:13]=2)[C:8]([OH:10])=[O:9])(=[O:4])=[O:3])[CH2:19][CH2:18][CH2:17][CH2:16][CH2:15]1, predict the reactants needed to synthesize it. The reactants are: Cl[S:2]([C:5]1[CH:6]=[C:7]([CH:11]=[CH:12][CH:13]=1)[C:8]([OH:10])=[O:9])(=[O:4])=[O:3].[NH:14]1[CH2:19][CH2:18][CH2:17][CH2:16][CH2:15]1.